From a dataset of Reaction yield outcomes from USPTO patents with 853,638 reactions. Predict the reaction yield, written as a fraction of the theoretical maximum amount of product (1.0 means a 100% yield; for example, 0.34 means a 34% yield). (1) The reactants are [NH2:1][C@@H:2]([CH3:5])[CH2:3][OH:4].CCN(CC)CC.[CH3:13][C:14]([O:17][C:18](O[C:18]([O:17][C:14]([CH3:16])([CH3:15])[CH3:13])=[O:19])=[O:19])([CH3:16])[CH3:15].O. The catalyst is CN(C=O)C.O. The product is [C:14]([O:17][C:18]([NH:1][C@@H:2]([CH3:5])[CH2:3][OH:4])=[O:19])([CH3:16])([CH3:15])[CH3:13]. The yield is 0.870. (2) The reactants are [F:1][C:2]1[CH:3]=[C:4]([CH:13]=[CH:14][CH:15]=1)[O:5][C:6]1[S:10][C:9]([C:11]#[N:12])=[CH:8][CH:7]=1.[H-].[Al+3].[Li+].[H-].[H-].[H-].O.C(OCC)(=O)C. The catalyst is O1CCCC1. The product is [F:1][C:2]1[CH:3]=[C:4]([CH:13]=[CH:14][CH:15]=1)[O:5][C:6]1[S:10][C:9]([CH2:11][NH2:12])=[CH:8][CH:7]=1. The yield is 0.807. (3) The reactants are [CH3:1][O:2][C:3]1[CH:8]=[CH:7][C:6]([C:9]2([C:12]([OH:14])=[O:13])[CH2:11][CH2:10]2)=[CH:5][CH:4]=1.O.[C:16]1(C)C=CC(S(O)(=O)=O)=CC=1. The catalyst is CO. The product is [CH3:16][O:13][C:12]([C:9]1([C:6]2[CH:5]=[CH:4][C:3]([O:2][CH3:1])=[CH:8][CH:7]=2)[CH2:10][CH2:11]1)=[O:14]. The yield is 0.990. (4) The reactants are [P:1]([O:13][CH2:14][N:15]1[CH:19]=[N:18][C:17]([C:20]2[CH:25]=[CH:24][C:23]([C:26]3[CH:27]=[N:28][N:29]4[CH:34]=[CH:33][C:32]([N:35]5[C@@H:39]([C:40]6[CH:45]=[CH:44][CH:43]=[CH:42][N:41]=6)[CH2:38][O:37][C:36]5=[O:46])=[N:31][C:30]=34)=[CH:22][C:21]=2[F:47])=[N:16]1)([O:8]C(C)(C)C)([O:3]C(C)(C)C)=[O:2].C(O)(C(F)(F)F)=O. The catalyst is C(Cl)Cl. The product is [P:1]([OH:3])([OH:8])([O:13][CH2:14][N:15]1[CH:19]=[N:18][C:17]([C:20]2[CH:25]=[CH:24][C:23]([C:26]3[CH:27]=[N:28][N:29]4[CH:34]=[CH:33][C:32]([N:35]5[C@@H:39]([C:40]6[CH:45]=[CH:44][CH:43]=[CH:42][N:41]=6)[CH2:38][O:37][C:36]5=[O:46])=[N:31][C:30]=34)=[CH:22][C:21]=2[F:47])=[N:16]1)=[O:2]. The yield is 0.530.